This data is from Full USPTO retrosynthesis dataset with 1.9M reactions from patents (1976-2016). The task is: Predict the reactants needed to synthesize the given product. (1) Given the product [CH3:32][N:33]1[CH2:34][CH2:35][N:36]([C:39]2[CH:44]=[CH:43][C:42]([NH:45][CH:2]=[C:3]3[C:11]4[C:6](=[CH:7][CH:8]=[C:9]([C:12]([C:14]5[CH:15]=[C:16]([NH:20][C:21]([C:23]6[N:24]([CH2:29][CH3:30])[N:25]=[C:26]([CH3:28])[CH:27]=6)=[O:22])[CH:17]=[CH:18][CH:19]=5)=[O:13])[CH:10]=4)[NH:5][C:4]3=[O:31])=[CH:41][CH:40]=2)[CH2:37][CH2:38]1, predict the reactants needed to synthesize it. The reactants are: O[CH:2]=[C:3]1[C:11]2[C:6](=[CH:7][CH:8]=[C:9]([C:12]([C:14]3[CH:15]=[C:16]([NH:20][C:21]([C:23]4[N:24]([CH2:29][CH3:30])[N:25]=[C:26]([CH3:28])[CH:27]=4)=[O:22])[CH:17]=[CH:18][CH:19]=3)=[O:13])[CH:10]=2)[NH:5][C:4]1=[O:31].[CH3:32][N:33]1[CH2:38][CH2:37][N:36]([C:39]2[CH:44]=[CH:43][C:42]([NH2:45])=[CH:41][CH:40]=2)[CH2:35][CH2:34]1. (2) The reactants are: [C:1](/[C:3](/[C:27]1[CH:32]=[CH:31][C:30]([O:33][CH3:34])=[C:29]([O:35][CH3:36])[CH:28]=1)=[CH:4]\[C:5]1[S:9][C:8]([N:10]2[CH2:15][CH2:14][CH:13]([O:16][C:17](=[O:26])[CH2:18][N:19]3[CH2:24][CH2:23][CH:22](O)[CH2:21][CH2:20]3)[CH2:12][CH2:11]2)=[CH:7][CH:6]=1)#[N:2].[CH2:37](N(CC)CC)C. Given the product [C:1](/[C:3](/[C:27]1[CH:32]=[CH:31][C:30]([O:33][CH3:34])=[C:29]([O:35][CH3:36])[CH:28]=1)=[CH:4]\[C:5]1[S:9][C:8]([N:10]2[CH2:11][CH2:12][CH:13]([O:16][C:17](=[O:26])[CH2:18][N:19]3[CH2:20][CH2:21][CH2:22][CH2:23][CH2:37][CH2:24]3)[CH2:14][CH2:15]2)=[CH:7][CH:6]=1)#[N:2], predict the reactants needed to synthesize it. (3) Given the product [Cl:1][C:2]1[CH:7]=[CH:6][C:5]([C@@H:8]2[CH2:13][CH2:12][N:11]([C:41]([O:43][C:44]([CH3:45])([CH3:46])[CH3:47])=[O:42])[CH2:10][C@H:9]2[C:15]([O:17][CH3:18])=[O:16])=[CH:4][CH:3]=1, predict the reactants needed to synthesize it. The reactants are: [Cl:1][C:2]1[CH:7]=[CH:6][C:5]([C@@H:8]2[CH2:13][CH2:12][N:11](C)[CH2:10][C@H:9]2[C:15]([O:17][CH3:18])=[O:16])=[CH:4][CH:3]=1.ClC(OC(Cl)C)=O.C(N(CC)CC)C.[C:41](O[C:41]([O:43][C:44]([CH3:47])([CH3:46])[CH3:45])=[O:42])([O:43][C:44]([CH3:47])([CH3:46])[CH3:45])=[O:42]. (4) Given the product [Br:1][C:2]1[C:3]([F:21])=[CH:4][CH:5]=[C:6]2[C:11]=1[N:10]=[C:9]([NH:12][C:13]1([CH3:16])[CH2:14][CH2:15][CH2:23]1)[N:8]([CH:17]1[CH2:18][CH2:19]1)[C:7]2=[O:20], predict the reactants needed to synthesize it. The reactants are: [Br:1][C:2]1[C:3]([F:21])=[CH:4][CH:5]=[C:6]2[C:11]=1[N:10]=[C:9]([NH:12][C:13]1([CH3:16])[CH2:15][CH2:14]1)[N:8]([CH:17]1[CH2:19][CH2:18]1)[C:7]2=[O:20].Br[C:23]1C(F)=CC=C2C=1N=C(Cl)N(C1CC1)C2=O.Cl.CC1(N)CCC1. (5) The reactants are: [NH2:1][C:2]1[CH:7]=[CH:6][C:5]([C@@H:8]2[CH2:10][C@H:9]2[NH:11][C:12](=[O:18])[O:13][C:14]([CH3:17])([CH3:16])[CH3:15])=[CH:4][CH:3]=1.C(N(CC)CC)C.Cl[C:27]([O:29][CH2:30][C:31]([Cl:34])([Cl:33])[Cl:32])=[O:28].[Cl-].[NH4+]. Given the product [Cl:32][C:31]([Cl:34])([Cl:33])[CH2:30][O:29][C:27](=[O:28])[NH:1][C:2]1[CH:7]=[CH:6][C:5]([C@@H:8]2[CH2:10][C@H:9]2[NH:11][C:12]([O:13][C:14]([CH3:15])([CH3:17])[CH3:16])=[O:18])=[CH:4][CH:3]=1, predict the reactants needed to synthesize it.